Dataset: Reaction yield outcomes from USPTO patents with 853,638 reactions. Task: Predict the reaction yield, written as a fraction of the theoretical maximum amount of product (1.0 means a 100% yield; for example, 0.34 means a 34% yield). (1) The reactants are [C:1]([O:5][C:6]([NH:8][C:9]1[S:10][C@:11]2([C:35](O)=[O:36])[C@H:13]([C@:14]([C:17]3[CH:22]=[C:21]([NH:23][C:24](=[O:32])[C:25]4[CH:30]=[CH:29][C:28]([Cl:31])=[CH:27][N:26]=4)[CH:20]=[C:19]([F:33])[C:18]=3[F:34])([CH3:16])[N:15]=1)[CH2:12]2)=[O:7])([CH3:4])([CH3:3])[CH3:2].CCCP1(OP(CCC)(=O)OP(CCC)(=O)O1)=O.[NH3:56]. The catalyst is CN(C=O)C. The product is [C:1]([O:5][C:6](=[O:7])[NH:8][C:9]1[S:10][C@:11]2([C:35](=[O:36])[NH2:56])[C@H:13]([C@:14]([C:17]3[CH:22]=[C:21]([NH:23][C:24](=[O:32])[C:25]4[CH:30]=[CH:29][C:28]([Cl:31])=[CH:27][N:26]=4)[CH:20]=[C:19]([F:33])[C:18]=3[F:34])([CH3:16])[N:15]=1)[CH2:12]2)([CH3:4])([CH3:2])[CH3:3]. The yield is 0.0700. (2) The reactants are [OH:1][C:2]1[C:11]2[C:6](=[CH:7][CH:8]=[CH:9][CH:10]=2)[N:5]([NH:12][CH2:13][CH2:14][CH:15]([CH3:17])[CH3:16])[C:4](=[O:18])[C:3]=1[C:19]1[NH:24][C:23]2[CH:25]=[CH:26][C:27]([OH:29])=[CH:28][C:22]=2[S:21](=[O:31])(=[O:30])[N:20]=1.C(=O)([O-])[O-].[Cs+].[Cs+].Br[CH2:39][C:40]([NH2:42])=[O:41]. The catalyst is [I-].C([N+](CCCC)(CCCC)CCCC)CCC.CN(C)C=O. The product is [OH:1][C:2]1[C:11]2[C:6](=[CH:7][CH:8]=[CH:9][CH:10]=2)[N:5]([NH:12][CH2:13][CH2:14][CH:15]([CH3:17])[CH3:16])[C:4](=[O:18])[C:3]=1[C:19]1[NH:24][C:23]2[CH:25]=[CH:26][C:27]([O:29][CH2:39][C:40]([NH2:42])=[O:41])=[CH:28][C:22]=2[S:21](=[O:30])(=[O:31])[N:20]=1. The yield is 0.720.